This data is from NCI-60 drug combinations with 297,098 pairs across 59 cell lines. The task is: Regression. Given two drug SMILES strings and cell line genomic features, predict the synergy score measuring deviation from expected non-interaction effect. (1) Drug 1: CC1CCC2CC(C(=CC=CC=CC(CC(C(=O)C(C(C(=CC(C(=O)CC(OC(=O)C3CCCCN3C(=O)C(=O)C1(O2)O)C(C)CC4CCC(C(C4)OC)O)C)C)O)OC)C)C)C)OC. Drug 2: C1=CC=C(C(=C1)C(C2=CC=C(C=C2)Cl)C(Cl)Cl)Cl. Cell line: MDA-MB-435. Synergy scores: CSS=0.0105, Synergy_ZIP=2.43, Synergy_Bliss=2.39, Synergy_Loewe=-0.747, Synergy_HSA=-0.786. (2) Drug 1: C1=CC(=C2C(=C1NCCNCCO)C(=O)C3=C(C=CC(=C3C2=O)O)O)NCCNCCO. Drug 2: CN(C)N=NC1=C(NC=N1)C(=O)N. Cell line: MDA-MB-435. Synergy scores: CSS=11.6, Synergy_ZIP=-3.70, Synergy_Bliss=0.704, Synergy_Loewe=-15.5, Synergy_HSA=-3.39.